From a dataset of NCI-60 drug combinations with 297,098 pairs across 59 cell lines. Regression. Given two drug SMILES strings and cell line genomic features, predict the synergy score measuring deviation from expected non-interaction effect. (1) Drug 1: CS(=O)(=O)CCNCC1=CC=C(O1)C2=CC3=C(C=C2)N=CN=C3NC4=CC(=C(C=C4)OCC5=CC(=CC=C5)F)Cl. Drug 2: CCC1=C2CN3C(=CC4=C(C3=O)COC(=O)C4(CC)O)C2=NC5=C1C=C(C=C5)O. Cell line: NCI-H460. Synergy scores: CSS=48.6, Synergy_ZIP=20.9, Synergy_Bliss=21.3, Synergy_Loewe=-8.27, Synergy_HSA=27.2. (2) Drug 1: CN1C(=O)N2C=NC(=C2N=N1)C(=O)N. Drug 2: B(C(CC(C)C)NC(=O)C(CC1=CC=CC=C1)NC(=O)C2=NC=CN=C2)(O)O. Cell line: SF-539. Synergy scores: CSS=45.9, Synergy_ZIP=-3.44, Synergy_Bliss=-3.99, Synergy_Loewe=-37.0, Synergy_HSA=-3.24. (3) Drug 1: CC1C(C(CC(O1)OC2CC(CC3=C2C(=C4C(=C3O)C(=O)C5=C(C4=O)C(=CC=C5)OC)O)(C(=O)CO)O)N)O.Cl. Drug 2: C1=CC(=CC=C1CC(C(=O)O)N)N(CCCl)CCCl.Cl. Cell line: HT29. Synergy scores: CSS=4.85, Synergy_ZIP=-2.91, Synergy_Bliss=0.714, Synergy_Loewe=0.755, Synergy_HSA=0.920. (4) Drug 1: CC(C1=C(C=CC(=C1Cl)F)Cl)OC2=C(N=CC(=C2)C3=CN(N=C3)C4CCNCC4)N. Drug 2: CC1C(C(CC(O1)OC2CC(CC3=C2C(=C4C(=C3O)C(=O)C5=CC=CC=C5C4=O)O)(C(=O)C)O)N)O. Cell line: KM12. Synergy scores: CSS=43.5, Synergy_ZIP=-4.34, Synergy_Bliss=-8.28, Synergy_Loewe=-6.29, Synergy_HSA=-4.06. (5) Drug 1: C#CCC(CC1=CN=C2C(=N1)C(=NC(=N2)N)N)C3=CC=C(C=C3)C(=O)NC(CCC(=O)O)C(=O)O. Drug 2: CCN(CC)CCCC(C)NC1=C2C=C(C=CC2=NC3=C1C=CC(=C3)Cl)OC. Cell line: T-47D. Synergy scores: CSS=16.0, Synergy_ZIP=-8.12, Synergy_Bliss=-10.6, Synergy_Loewe=-2.50, Synergy_HSA=-2.02.